This data is from Forward reaction prediction with 1.9M reactions from USPTO patents (1976-2016). The task is: Predict the product of the given reaction. (1) Given the reactants [C:1]1([C:11]2[CH:18]=[CH:17][C:14]([CH:15]=[O:16])=[CH:13][N:12]=2)[C:10]2[C:5](=[CH:6][CH:7]=[CH:8][CH:9]=2)[CH:4]=[CH:3][CH:2]=1.[CH3:19][Mg]Br, predict the reaction product. The product is: [C:1]1([C:11]2[N:12]=[CH:13][C:14]([CH:15]([OH:16])[CH3:19])=[CH:17][CH:18]=2)[C:10]2[C:5](=[CH:6][CH:7]=[CH:8][CH:9]=2)[CH:4]=[CH:3][CH:2]=1. (2) Given the reactants [Cl:1][C:2]1[C:7]([O:8][CH3:9])=[CH:6][C:5]([O:10][CH3:11])=[C:4]([Cl:12])[C:3]=1[NH:13][C:14](=[O:39])[N:15]([C:23]1[CH:28]=[C:27]([NH:29][C:30]2[CH:35]=[CH:34][CH:33]=[CH:32][C:31]=2[N+:36]([O-])=O)[N:26]=[CH:25][N:24]=1)[CH2:16][C:17]1[CH:18]=[N:19][CH:20]=[CH:21][CH:22]=1, predict the reaction product. The product is: [NH2:36][C:31]1[CH:32]=[CH:33][CH:34]=[CH:35][C:30]=1[NH:29][C:27]1[N:26]=[CH:25][N:24]=[C:23]([N:15]([CH2:16][C:17]2[CH:18]=[N:19][CH:20]=[CH:21][CH:22]=2)[C:14]([NH:13][C:3]2[C:2]([Cl:1])=[C:7]([O:8][CH3:9])[CH:6]=[C:5]([O:10][CH3:11])[C:4]=2[Cl:12])=[O:39])[CH:28]=1. (3) Given the reactants [CH3:1][O:2][C:3]([C@@:5]1([NH2:17])[CH2:9][CH2:8][C@H:7]([C:10]2[CH:15]=[CH:14][C:13](Br)=[CH:12][CH:11]=2)[CH2:6]1)=[O:4].Cl.[CH:19]#[C:20][CH2:21]CCCCC.C1(P(C2C=CC=CC=2)C2C=CC=CC=2)C=CC=CC=1.N1CCCCC1.C1COCC1.[C:57]([OH:66])(=[O:65])[C@@H:58]([C@H:60]([C:62]([OH:64])=[O:63])[OH:61])[OH:59], predict the reaction product. The product is: [OH:61][C@H:60]([C@@H:58]([OH:59])[C:57]([OH:66])=[O:65])[C:62]([OH:64])=[O:63].[CH3:1][O:2][C:3]([C@@:5]1([NH2:17])[CH2:9][CH2:8][C@H:7]([C:10]2[CH:15]=[CH:14][C:13]([C:19]#[C:20][CH3:21])=[CH:12][CH:11]=2)[CH2:6]1)=[O:4]. (4) Given the reactants N1C2C(=CC=CC=2)C([CH2:10][CH2:11][NH:12][C:13]([N:15]2[CH2:18][CH:17]([CH2:19][CH2:20][CH2:21][CH2:22][NH:23][C:24](=[O:35])[CH2:25][O:26][CH2:27][C:28]3[CH:33]=[CH:32][C:31]([F:34])=[CH:30][CH:29]=3)[CH2:16]2)=[O:14])=C1.C([N:43]1[CH:47]=[CH:46][N:45]=[CH:44]1)([N:43]1[CH:47]=[CH:46][N:45]=[CH:44]1)=S, predict the reaction product. The product is: [F:34][C:31]1[CH:30]=[CH:29][C:28]([CH2:27][O:26][CH2:25][C:24]([NH:23][CH2:22][CH2:21][CH2:20][CH2:19][CH:17]2[CH2:16][N:15]([C:13]([NH:12][CH2:11][C:10]3[N:45]([CH3:44])[C:46]4[CH:16]=[CH:17][CH:19]=[CH:20][C:47]=4[N:43]=3)=[O:14])[CH2:18]2)=[O:35])=[CH:33][CH:32]=1. (5) Given the reactants [CH3:1][C:2]1[CH:3]=[C:4]([CH:24]=[CH:25][C:26]=1[S:27][CH3:28])[O:5][C:6]1[CH:19]=[CH:18][C:17]([S:20](=[O:23])(=[O:22])[NH2:21])=[CH:16][C:7]=1[C:8]([NH:10][CH2:11][C:12](OC)=[O:13])=O.B.C1COCC1, predict the reaction product. The product is: [OH:13][CH2:12][CH2:11][NH:10][CH2:8][C:7]1[CH:16]=[C:17]([S:20]([NH2:21])(=[O:23])=[O:22])[CH:18]=[CH:19][C:6]=1[O:5][C:4]1[CH:24]=[CH:25][C:26]([S:27][CH3:28])=[C:2]([CH3:1])[CH:3]=1. (6) Given the reactants C[O:2][C:3](=[O:19])[CH:4]([O:17][CH3:18])[CH2:5][C:6]1[CH:11]=[CH:10][CH:9]=[C:8]([O:12][CH2:13][CH2:14][CH2:15]Br)[CH:7]=1.[N:20]1[C:29]2[C:24](=[CH:25][C:26]([OH:30])=[CH:27][CH:28]=2)[CH:23]=[CH:22][CH:21]=1.CO[C@@H](CC1C=CC(OCCCOC2C=CC=CC=2)=CC=1)C(O)=O, predict the reaction product. The product is: [CH3:18][O:17][CH:4]([CH2:5][C:6]1[CH:11]=[CH:10][CH:9]=[C:8]([O:12][CH2:13][CH2:14][CH2:15][O:30][C:26]2[CH:25]=[C:24]3[C:29](=[CH:28][CH:27]=2)[N:20]=[CH:21][CH:22]=[CH:23]3)[CH:7]=1)[C:3]([OH:2])=[O:19]. (7) Given the reactants Cl.[NH2:2][CH2:3][C:4]1[CH:9]=[CH:8][C:7]([C:10]2[N:14]=C(C)O[N:11]=2)=[CH:6][C:5]=1[NH:16][CH2:17][C:18]([O:20]CC1C=CC=CC=1)=[O:19].[Cl:28][C:29]1[CH:30]=[C:31]([CH:35]=[CH:36][CH:37]=1)[C:32](O)=[O:33], predict the reaction product. The product is: [C:10]([C:7]1[CH:8]=[CH:9][C:4]([CH2:3][NH:2][C:32](=[O:33])[C:31]2[CH:35]=[CH:36][CH:37]=[C:29]([Cl:28])[CH:30]=2)=[C:5]([NH:16][CH2:17][C:18]([OH:20])=[O:19])[CH:6]=1)(=[NH:11])[NH2:14].